Dataset: PAMPA permeability data for FDA-approved drugs from NCATS. Task: Regression/Classification. Given a drug SMILES string, predict its absorption, distribution, metabolism, or excretion properties. Task type varies by dataset: regression for continuous measurements (e.g., permeability, clearance, half-life) or binary classification for categorical outcomes (e.g., BBB penetration, CYP inhibition). Dataset: approved_pampa_ncats. (1) The molecule is O=C(NCC1CN(c2ccc(N3CCOCC3=O)cc2)C(=O)O1)c1ccc(Cl)s1. The result is 1 (high permeability). (2) The molecule is Oc1cccc(C2=C3C=CC(=N3)C(c3cccc(O)c3)=C3C=CC(=N3)C(c3cccc(O)c3)=C3CCC(=N3)C(c3cccc(O)c3)=C3C=CC2=N3)c1. The result is 1 (high permeability).